From a dataset of Catalyst prediction with 721,799 reactions and 888 catalyst types from USPTO. Predict which catalyst facilitates the given reaction. (1) Reactant: [C:1]1([C:6]([NH:8][CH2:9][C:10]([O:12]C)=[O:11])=[O:7])[S:5][CH:4]=[CH:3][CH:2]=1.[OH-].[Na+:15]. Product: [C:1]1([C:6]([NH:8][CH2:9][C:10]([O-:12])=[O:11])=[O:7])[S:5][CH:4]=[CH:3][CH:2]=1.[Na+:15]. The catalyst class is: 5. (2) Reactant: C([O-])([O-])=O.[K+].[K+].[NH:7]1[CH2:11][CH2:10][CH2:9][CH2:8]1.Br[CH2:13][CH2:14][C:15](Cl)=[O:16].[NH2:18][C:19]1[CH:24]=[C:23]([Cl:25])[CH:22]=[CH:21][C:20]=1[SH:26]. Product: [NH2:18][C:19]1[CH:24]=[C:23]([Cl:25])[CH:22]=[CH:21][C:20]=1[S:26][CH2:13][CH2:14][C:15]([N:7]1[CH2:11][CH2:10][CH2:9][CH2:8]1)=[O:16]. The catalyst class is: 20. (3) Reactant: C([Li])CCC.C(P([CH2:12][S:13]([O:16][CH2:17][CH3:18])(=[O:15])=[O:14])(CC)=O)C.[Cl:19][C:20]1[S:24][C:23]([CH:25]=O)=[CH:22][CH:21]=1. Product: [CH2:17]([O:16][S:13]([CH:12]=[CH:25][C:23]1[S:24][C:20]([Cl:19])=[CH:21][CH:22]=1)(=[O:14])=[O:15])[CH3:18]. The catalyst class is: 1. (4) Product: [Cl:11][C:3]1[C:4]([O:9][CH3:10])=[C:5]([Cl:8])[CH:6]=[CH:7][C:2]=1[B:21]([OH:22])[OH:20]. The catalyst class is: 27. Reactant: Br[C:2]1[CH:7]=[CH:6][C:5]([Cl:8])=[C:4]([O:9][CH3:10])[C:3]=1[Cl:11].C([Li])CCC.C([O:20][B:21](OC(C)C)[O:22]C(C)C)(C)C.C(Cl)(=O)C.